This data is from Forward reaction prediction with 1.9M reactions from USPTO patents (1976-2016). The task is: Predict the product of the given reaction. (1) Given the reactants [Br:1][C:2]1[CH:3]=[C:4]([NH2:9])[C:5]([NH2:8])=[CH:6][CH:7]=1.[CH:10](=O)[CH:11]=O, predict the reaction product. The product is: [Br:1][C:2]1[CH:3]=[C:4]2[C:5](=[CH:6][CH:7]=1)[N:8]=[CH:11][CH:10]=[N:9]2. (2) Given the reactants C(O[C@@H](C1C(C)=CC2N=C(C3C=C4C(C([C:29]5[CH2:30][CH2:31][N:32]([CH3:35])[CH2:33][CH:34]=5)=NN4C)=CC=3)SC=2C=1C1C=CC(Cl)=CC=1)C(OCC)=O)(C)(C)C.Br[C:47]1[C:55]2[C:50](=[CH:51][CH:52]=[C:53]([C:56]3[S:57][C:58]4[C:64]([C:65]5[CH:70]=[CH:69][C:68]([Cl:71])=[CH:67][CH:66]=5)=[C:63]([C@H:72]([O:78][C:79]([CH3:82])([CH3:81])[CH3:80])[C:73]([O:75][CH2:76][CH3:77])=[O:74])[C:62]([CH3:83])=[CH:61][C:59]=4[N:60]=3)[CH:54]=2)[N:49]([CH3:84])[N:48]=1, predict the reaction product. The product is: [C:79]([O:78][C@@H:72]([C:63]1[C:62]([CH3:83])=[CH:61][C:59]2[N:60]=[C:56]([C:53]3[CH:54]=[C:55]4[C:50](=[CH:51][CH:52]=3)[N:49]([CH3:84])[N:48]=[C:47]4[C:29]3[CH2:34][CH2:33][N:32]([CH3:35])[CH2:31][CH:30]=3)[S:57][C:58]=2[C:64]=1[C:65]1[CH:70]=[CH:69][C:68]([Cl:71])=[CH:67][CH:66]=1)[C:73]([O:75][CH2:76][CH3:77])=[O:74])([CH3:82])([CH3:81])[CH3:80]. (3) The product is: [Br:10][C:8]1[CH:7]=[CH:6][C:5]2[O:11][CH:12]=[C:1]([CH3:2])[C:4]=2[CH:9]=1. Given the reactants [C:1]([C:4]1[CH:9]=[C:8]([Br:10])[CH:7]=[CH:6][C:5]=1[O:11][CH2:12]C(O)=O)(=O)[CH3:2].CC([O-])=O.[Na+].C(OC(=O)C)(=O)C.CC(O)=O, predict the reaction product. (4) Given the reactants [C:1]([C:5]1[N:9]([CH2:10][CH:11]2[CH2:16][CH2:15][O:14][CH2:13][CH2:12]2)[C:8]2[CH:17]=[CH:18][C:19]([NH:21][CH3:22])=[CH:20][C:7]=2[N:6]=1)([CH3:4])([CH3:3])[CH3:2].[CH:23]([C:25]1[CH:30]=[CH:29][C:28]([S:31](Cl)(=[O:33])=[O:32])=[CH:27][CH:26]=1)=[O:24].[BH3-]C#N.[Na+], predict the reaction product. The product is: [C:1]([C:5]1[N:9]([CH2:10][CH:11]2[CH2:16][CH2:15][O:14][CH2:13][CH2:12]2)[C:8]2[CH:17]=[CH:18][C:19]([N:21]([CH3:22])[S:31]([C:28]3[CH:27]=[CH:26][C:25]([CH2:23][OH:24])=[CH:30][CH:29]=3)(=[O:33])=[O:32])=[CH:20][C:7]=2[N:6]=1)([CH3:4])([CH3:2])[CH3:3]. (5) Given the reactants [CH2:1]([O:8][C:9]1[CH:14]=[CH:13][C:12]([N:15]2[C:19]([CH3:20])=[CH:18][CH:17]=[C:16]2[C:21]2[CH:40]=[CH:39][C:24]([O:25][C@H:26]([CH2:32][C:33]3[CH:38]=[CH:37][CH:36]=[CH:35][CH:34]=3)[C:27]([O:29]CC)=[O:28])=[CH:23][CH:22]=2)=[CH:11][CH:10]=1)[CH2:2][CH2:3][CH2:4][CH2:5][CH2:6][CH3:7].[OH-].[K+].Cl, predict the reaction product. The product is: [CH2:1]([O:8][C:9]1[CH:10]=[CH:11][C:12]([N:15]2[C:19]([CH3:20])=[CH:18][CH:17]=[C:16]2[C:21]2[CH:22]=[CH:23][C:24]([O:25][C@H:26]([CH2:32][C:33]3[CH:38]=[CH:37][CH:36]=[CH:35][CH:34]=3)[C:27]([OH:29])=[O:28])=[CH:39][CH:40]=2)=[CH:13][CH:14]=1)[CH2:2][CH2:3][CH2:4][CH2:5][CH2:6][CH3:7].